This data is from Peptide-MHC class I binding affinity with 185,985 pairs from IEDB/IMGT. The task is: Regression. Given a peptide amino acid sequence and an MHC pseudo amino acid sequence, predict their binding affinity value. This is MHC class I binding data. (1) The MHC is HLA-A30:02 with pseudo-sequence HLA-A30:02. The binding affinity (normalized) is 0.595. The peptide sequence is VTYNCCDDDY. (2) The peptide sequence is PSSGRGGNYP. The MHC is Mamu-B08 with pseudo-sequence Mamu-B08. The binding affinity (normalized) is 0. (3) The peptide sequence is SRARIKTRL. The MHC is HLA-B15:01 with pseudo-sequence HLA-B15:01. The binding affinity (normalized) is 0.0847. (4) The peptide sequence is FHGVAKNPV. The MHC is HLA-B39:01 with pseudo-sequence HLA-B39:01. The binding affinity (normalized) is 0.622. (5) The peptide sequence is RVCAEMVAK. The binding affinity (normalized) is 0.0847. The MHC is HLA-A24:03 with pseudo-sequence HLA-A24:03. (6) The peptide sequence is KWYKYPWRF. The MHC is HLA-A23:01 with pseudo-sequence HLA-A23:01. The binding affinity (normalized) is 1.00. (7) The peptide sequence is KKGLGICY. The MHC is Mamu-B17 with pseudo-sequence Mamu-B17. The binding affinity (normalized) is 0. (8) The MHC is HLA-A03:01 with pseudo-sequence HLA-A03:01. The peptide sequence is ISDRATRKY. The binding affinity (normalized) is 0.0240.